From a dataset of Catalyst prediction with 721,799 reactions and 888 catalyst types from USPTO. Predict which catalyst facilitates the given reaction. Reactant: B1C2CCCC1CCC2.[CH3:10][O:11][C:12](=[O:26])[C:13]1[C:18]([N+:19]([O-:21])=[O:20])=[CH:17][CH:16]=[C:15]([F:22])[C:14]=1[CH2:23][CH:24]=[CH2:25].[OH-:27].[Na+].OO. Product: [CH3:10][O:11][C:12](=[O:26])[C:13]1[C:18]([N+:19]([O-:21])=[O:20])=[CH:17][CH:16]=[C:15]([F:22])[C:14]=1[CH2:23][CH2:24][CH2:25][OH:27]. The catalyst class is: 1.